Dataset: Reaction yield outcomes from USPTO patents with 853,638 reactions. Task: Predict the reaction yield, written as a fraction of the theoretical maximum amount of product (1.0 means a 100% yield; for example, 0.34 means a 34% yield). (1) The product is [C:3]([C:4]1[CH:5]=[C:13]([C:12]([O:11][CH2:9][CH3:10])=[O:18])[NH:25][N:24]=1)([CH3:8])([CH3:7])[CH3:2]. The yield is 0.500. No catalyst specified. The reactants are [Na].[CH3:2][C:3]([CH3:8])([CH3:7])[C:4](=O)[CH3:5].[CH2:9]([O:11][C:12](=[O:18])[C:13](OCC)=O)[CH3:10].C(O)(=O)C.O.[NH2:24][NH2:25]. (2) The reactants are C([N:8]1[CH2:13][CH2:12][CH:11]([N:14]2[CH2:20][CH2:19][C:18]3[CH:21]=[CH:22][CH:23]=[C:24]([F:25])[C:17]=3[NH:16][C:15]2=[O:26])[CH2:10][CH2:9]1)C1C=CC=CC=1.[Cl:27]C(OC(Cl)C)=O. The catalyst is ClCCCl. The product is [ClH:27].[F:25][C:24]1[C:17]2[NH:16][C:15](=[O:26])[N:14]([CH:11]3[CH2:10][CH2:9][NH:8][CH2:13][CH2:12]3)[CH2:20][CH2:19][C:18]=2[CH:21]=[CH:22][CH:23]=1. The yield is 0.670. (3) The reactants are C(OCC)(OCC)OCC.Cl.[NH2:12][C@H:13]1[CH2:18][CH2:17][C@H:16]([C:19]([O:21][CH2:22][C:23]2[CH:28]=[CH:27][CH:26]=[CH:25][CH:24]=2)=[O:20])[CH2:15][CH2:14]1.C([N:31]([CH2:34]C)CC)C.[N-:36]=[N+:37]=[N-].[Na+]. The catalyst is C(=O)([O-])O.[Na+].C(O)(=O)C. The product is [N:12]1([C@H:13]2[CH2:18][CH2:17][C@H:16]([C:19]([O:21][CH2:22][C:23]3[CH:24]=[CH:25][CH:26]=[CH:27][CH:28]=3)=[O:20])[CH2:15][CH2:14]2)[CH:34]=[N:31][N:37]=[N:36]1. The yield is 0.540.